This data is from Peptide-MHC class II binding affinity with 134,281 pairs from IEDB. The task is: Regression. Given a peptide amino acid sequence and an MHC pseudo amino acid sequence, predict their binding affinity value. This is MHC class II binding data. (1) The peptide sequence is YPWDRIEEVTRMAMT. The MHC is DRB4_0103 with pseudo-sequence DRB4_0103. The binding affinity (normalized) is 0.594. (2) The peptide sequence is APQLPDDLMIRVIAQ. The MHC is DRB5_0101 with pseudo-sequence DRB5_0101. The binding affinity (normalized) is 0.0676.